Dataset: Reaction yield outcomes from USPTO patents with 853,638 reactions. Task: Predict the reaction yield, written as a fraction of the theoretical maximum amount of product (1.0 means a 100% yield; for example, 0.34 means a 34% yield). (1) The reactants are [CH3:1][N:2]1[C:10]2[CH:9]=[C:8]([N:11]3[CH:16]=[CH:15][C:14]([C:17]4[N:18]=[N:19][C:20]([C:23]([F:26])([F:25])[F:24])=[CH:21][CH:22]=4)=[CH:13][C:12]3=[O:27])[CH:7]=[CH:6][C:5]=2[C:4]2[CH2:28][N:29](C(OC(C)(C)C)=O)[CH2:30][CH2:31][CH2:32][C:3]1=2.[ClH:40]. The catalyst is CO. The product is [ClH:40].[CH3:1][N:2]1[C:10]2[CH:9]=[C:8]([N:11]3[CH:16]=[CH:15][C:14]([C:17]4[N:18]=[N:19][C:20]([C:23]([F:26])([F:24])[F:25])=[CH:21][CH:22]=4)=[CH:13][C:12]3=[O:27])[CH:7]=[CH:6][C:5]=2[C:4]2[CH2:28][NH:29][CH2:30][CH2:31][CH2:32][C:3]1=2. The yield is 0.800. (2) The reactants are [Cl:1][C:2]1[C:6]([C:7]([F:10])([F:9])[F:8])=[N:5][N:4]([CH3:11])[C:3]=1[C:12]1[CH:13]=[C:14]([NH2:20])[CH:15]=[CH:16][C:17]=1[O:18][CH3:19].[F:21][C:22]1[CH:27]=[CH:26][C:25]([N:28]=[C:29]=[O:30])=[CH:24][CH:23]=1. The catalyst is C(Cl)Cl. The product is [Cl:1][C:2]1[C:6]([C:7]([F:10])([F:8])[F:9])=[N:5][N:4]([CH3:11])[C:3]=1[C:12]1[CH:13]=[C:14]([NH:20][C:29]([NH:28][C:25]2[CH:26]=[CH:27][C:22]([F:21])=[CH:23][CH:24]=2)=[O:30])[CH:15]=[CH:16][C:17]=1[O:18][CH3:19]. The yield is 0.630.